Predict the reactants needed to synthesize the given product. From a dataset of Full USPTO retrosynthesis dataset with 1.9M reactions from patents (1976-2016). (1) Given the product [CH3:11][O:8][C:5]1[CH:4]=[CH:3][C:2]([CH3:1])=[N:7][CH:6]=1, predict the reactants needed to synthesize it. The reactants are: [CH3:1][C:2]1[N:7]=[CH:6][C:5]([OH:8])=[CH:4][CH:3]=1.[OH-].[K+].[CH3:11]I.O. (2) Given the product [CH3:1][O:2][C:3](=[O:18])[CH2:4][CH:5]([NH:9][C:10]([C:12]1[S:13][C:14]([CH3:17])=[CH:15][CH:16]=1)=[O:11])[C:6](=[O:8])[CH3:19], predict the reactants needed to synthesize it. The reactants are: [CH3:1][O:2][C:3](=[O:18])[CH2:4][CH:5]([NH:9][C:10]([C:12]1[S:13][C:14]([CH3:17])=[CH:15][CH:16]=1)=[O:11])[C:6]([OH:8])=O.[C:19](OC(=O)C)(=O)C. (3) Given the product [CH2:1]([O:3][C:4](=[O:29])[CH2:5][S:6][C:7]1[S:11][C:10]([NH:12][C:13]([N:15]([C@H:22]2[CH2:23][CH2:24][C@H:25]([CH3:28])[CH2:26][CH2:27]2)[CH:16]2[CH2:21][CH2:20][N:19]([C:36]([N:30]3[CH2:35][CH2:34][O:33][CH2:32][CH2:31]3)=[O:37])[CH2:18][CH2:17]2)=[O:14])=[N:9][CH:8]=1)[CH3:2].[CH3:28][C@H:25]1[CH2:26][CH2:27][C@H:22]([N:15]([CH:16]2[CH2:17][CH2:18][N:19]([C:36]([N:30]3[CH2:35][CH2:34][O:33][CH2:32][CH2:31]3)=[O:37])[CH2:20][CH2:21]2)[C:13](=[O:14])[NH:12][C:10]2[S:11][C:7]([S:6][CH2:5][C:4]([OH:3])=[O:29])=[CH:8][N:9]=2)[CH2:23][CH2:24]1, predict the reactants needed to synthesize it. The reactants are: [CH2:1]([O:3][C:4](=[O:29])[CH2:5][S:6][C:7]1[S:11][C:10]([NH:12][C:13]([N:15]([C@H:22]2[CH2:27][CH2:26][C@H:25]([CH3:28])[CH2:24][CH2:23]2)[CH:16]2[CH2:21][CH2:20][NH:19][CH2:18][CH2:17]2)=[O:14])=[N:9][CH:8]=1)[CH3:2].[N:30]1([C:36](Cl)=[O:37])[CH2:35][CH2:34][O:33][CH2:32][CH2:31]1. (4) Given the product [CH:33]1([C:18]2[C:17]([CH2:16][O:15][C:12]3[CH:13]=[C:14]4[C:9]([CH:8]=[CH:7][N:6]4[CH2:5][C:4]([OH:36])=[O:3])=[CH:10][CH:11]=3)=[CH:22][N:21]=[C:20]([C:23]3[CH:24]=[CH:25][C:26]([C:29]([F:32])([F:30])[F:31])=[CH:27][CH:28]=3)[N:19]=2)[CH2:35][CH2:34]1, predict the reactants needed to synthesize it. The reactants are: C([O:3][C:4](=[O:36])[CH2:5][N:6]1[C:14]2[C:9](=[CH:10][CH:11]=[C:12]([O:15][CH2:16][C:17]3[C:18]([CH:33]4[CH2:35][CH2:34]4)=[N:19][C:20]([C:23]4[CH:28]=[CH:27][C:26]([C:29]([F:32])([F:31])[F:30])=[CH:25][CH:24]=4)=[N:21][CH:22]=3)[CH:13]=2)[CH:8]=[CH:7]1)C.[Li+].[OH-]. (5) Given the product [OH:37][C:19]1[CH:18]=[C:17]([OH:16])[CH:22]=[C:21]2[C:20]=1[C:26](=[O:27])[CH:25]=[C:24]([C:28]1[CH:33]=[CH:32][C:31]([O:34][CH3:35])=[C:30]([O:45][CH3:44])[CH:29]=1)[O:23]2, predict the reactants needed to synthesize it. The reactants are: C[C@@H]1O[C@@H](OC[C@H]2O[C@@H]([O:16][C:17]3[CH:22]=[C:21]4[O:23][C:24]([C:28]5[CH:33]=[CH:32][C:31]([O:34][CH3:35])=[C:30](O)[CH:29]=5)=[CH:25][C:26](=[O:27])[C:20]4=[C:19]([OH:37])[CH:18]=3)[C@H](O)[C@@H](O)[C@@H]2O)[C@H](O)[C@H](O)[C@H]1O.[C:44](=O)([O-])[O-:45].[K+].[K+].IC.C(OCC)(=O)C. (6) Given the product [C:11]([C:5]1[C:4]2[C:8](=[CH:9][CH:10]=[C:2]([B:25]([OH:26])[OH:24])[CH:3]=2)[NH:7][CH:6]=1)#[N:12], predict the reactants needed to synthesize it. The reactants are: Br[C:2]1[CH:3]=[C:4]2[C:8](=[CH:9][CH:10]=1)[NH:7][CH:6]=[C:5]2[C:11]#[N:12].[H-].[K+].C([Li])CCC.C([O:24][B:25](OCCCC)[O:26]CCCC)CCC. (7) Given the product [CH3:14][O:13][C:8]1[CH:9]=[CH:10][CH:11]=[CH:12][C:7]=1[NH:6][C:4](=[O:5])[C:3]1[C:2]([N:1]2[CH2:34][CH2:33][NH:32][CH2:31][CH2:30]2)=[CH:18][CH:17]=[CH:16][C:15]=1[S:19][C:20]1[CH:21]=[CH:22][C:23]([N+:26]([O-:28])=[O:27])=[CH:24][CH:25]=1, predict the reactants needed to synthesize it. The reactants are: [NH2:1][C:2]1[CH:18]=[CH:17][CH:16]=[C:15]([S:19][C:20]2[CH:25]=[CH:24][C:23]([N+:26]([O-:28])=[O:27])=[CH:22][CH:21]=2)[C:3]=1[C:4]([NH:6][C:7]1[CH:12]=[CH:11][CH:10]=[CH:9][C:8]=1[O:13][CH3:14])=[O:5].Br[CH2:30][CH2:31][NH:32][CH2:33][CH2:34]Br.[OH-].[Na+].